The task is: Regression. Given a peptide amino acid sequence and an MHC pseudo amino acid sequence, predict their binding affinity value. This is MHC class I binding data.. This data is from Peptide-MHC class I binding affinity with 185,985 pairs from IEDB/IMGT. (1) The peptide sequence is STIPPSRDM. The MHC is Mamu-A01 with pseudo-sequence Mamu-A01. The binding affinity (normalized) is 0.605. (2) The peptide sequence is ARPKRWLL. The MHC is HLA-A02:06 with pseudo-sequence HLA-A02:06. The binding affinity (normalized) is 0. (3) The peptide sequence is KLVKSLVDK. The MHC is HLA-A33:01 with pseudo-sequence HLA-A33:01. The binding affinity (normalized) is 0.